Dataset: Forward reaction prediction with 1.9M reactions from USPTO patents (1976-2016). Task: Predict the product of the given reaction. (1) Given the reactants [CH:1]([C:4]1[C:8]([CH2:9][CH2:10][CH2:11][OH:12])=[CH:7][N:6]([C:13]2[CH:18]=[CH:17][C:16]([C:19]([F:22])([F:21])[F:20])=[CH:15][N:14]=2)[N:5]=1)([CH3:3])[CH3:2].O[C:24]1[CH:25]=[C:26]([O:35][CH3:36])[CH:27]=[C:28]([CH2:30][C:31]([O:33]C)=[O:32])[CH:29]=1.C(P(CCCC)CCCC)CCC.N(C(N1CCCCC1)=O)=NC(N1CCCCC1)=O, predict the reaction product. The product is: [CH:1]([C:4]1[C:8]([CH2:9][CH2:10][CH2:11][O:12][C:24]2[CH:29]=[C:28]([CH2:30][C:31]([OH:33])=[O:32])[CH:27]=[C:26]([O:35][CH3:36])[CH:25]=2)=[CH:7][N:6]([C:13]2[CH:18]=[CH:17][C:16]([C:19]([F:21])([F:20])[F:22])=[CH:15][N:14]=2)[N:5]=1)([CH3:3])[CH3:2]. (2) Given the reactants CC1N=C(N2CCC(=C)CC2)[C:5]([N+:15]([O-])=[O:16])=[CH:4][CH:3]=1.[Cl:18][C:19]1[CH:24]=[CH:23][CH:22]=[C:21](I)[CH:20]=1.C=C1CCN(C2C([N+]([O-])=O)=CC=CN=2)CC1.[CH2:42]=[C:43]1[CH2:48][CH2:47][N:46]([C:49]([O:51][C:52]([CH3:55])([CH3:54])[CH3:53])=[O:50])[CH2:45][CH2:44]1, predict the reaction product. The product is: [Cl:18][C:19]1[CH:20]=[C:21]([C:3]#[C:4][C:5]2[CH2:42][C:43]3([CH2:48][CH2:47][N:46]([C:49]([O:51][C:52]([CH3:55])([CH3:54])[CH3:53])=[O:50])[CH2:45][CH2:44]3)[O:16][N:15]=2)[CH:22]=[CH:23][CH:24]=1. (3) Given the reactants [NH2:1][C:2]1[N:7]=[C:6]([C:8]2[O:9][CH:10]=[CH:11][CH:12]=2)[C:5]([C:13]#[N:14])=[C:4](OS(C(F)(F)F)(=O)=O)[CH:3]=1.[C:23]1([NH:29][CH2:30][CH2:31][NH2:32])[CH:28]=[CH:27][CH:26]=[CH:25][CH:24]=1, predict the reaction product. The product is: [NH2:1][C:2]1[CH:3]=[C:4]([NH:32][CH2:31][CH2:30][NH:29][C:23]2[CH:28]=[CH:27][CH:26]=[CH:25][CH:24]=2)[C:5]([C:13]#[N:14])=[C:6]([C:8]2[O:9][CH:10]=[CH:11][CH:12]=2)[N:7]=1. (4) Given the reactants [CH:1]1([NH:4][C:5]([NH:7][C:8]2[C:9]([C:13]3[NH:17][C:16]4[CH:18]=[CH:19][C:20]([CH2:22][N:23]5[CH2:28][CH2:27][O:26][CH2:25][CH2:24]5)=[CH:21][C:15]=4[N:14]=3)=[N:10][NH:11][CH:12]=2)=[O:6])[CH2:3][CH2:2]1.[ClH:29], predict the reaction product. The product is: [ClH:29].[CH:1]1([NH:4][C:5]([NH:7][C:8]2[C:9]([C:13]3[NH:17][C:16]4[CH:18]=[CH:19][C:20]([CH2:22][N:23]5[CH2:24][CH2:25][O:26][CH2:27][CH2:28]5)=[CH:21][C:15]=4[N:14]=3)=[N:10][NH:11][CH:12]=2)=[O:6])[CH2:3][CH2:2]1. (5) Given the reactants [C:1]([C:3]1[CH:8]=[CH:7][C:6]([S:9]([N:12]2[CH2:17][CH2:16][N:15](C(OC(C)(C)C)=O)[CH2:14][C@@H:13]2[CH3:25])(=[O:11])=[O:10])=[C:5]([CH3:26])[CH:4]=1)#[N:2].C(O)(C(F)(F)F)=O, predict the reaction product. The product is: [CH3:26][C:5]1[CH:4]=[C:3]([CH:8]=[CH:7][C:6]=1[S:9]([N:12]1[CH2:17][CH2:16][NH:15][CH2:14][C@@H:13]1[CH3:25])(=[O:10])=[O:11])[C:1]#[N:2]. (6) Given the reactants Br[C:2]1[CH:7]=[CH:6][C:5]([CH3:8])=[CH:4][N:3]=1.ClCCl.[CH3:12][N:13](C)C=O, predict the reaction product. The product is: [CH3:8][C:5]1[CH:6]=[CH:7][C:2]([C:12]#[N:13])=[N:3][CH:4]=1. (7) Given the reactants Cl[CH2:2][C:3]1[CH:10]=[CH:9][C:6]([CH2:7][OH:8])=[CH:5][CH:4]=1.[Cl:11][C:12]1[CH:13]=[N:14][NH:15][CH:16]=1.C(=O)([O-])[O-].[K+].[K+], predict the reaction product. The product is: [Cl:11][C:12]1[CH:13]=[N:14][N:15]([CH2:2][C:3]2[CH:10]=[CH:9][C:6]([CH2:7][OH:8])=[CH:5][CH:4]=2)[CH:16]=1. (8) The product is: [Cl:27][C:24]1[CH:25]=[CH:26][C:21]([C:20]([N:17]2[CH2:18][CH2:19][N:14]([CH:10]3[CH:11]([OH:13])[CH2:12][NH:8][CH2:9]3)[CH2:15][CH2:16]2)=[O:28])=[CH:22][CH:23]=1. Given the reactants C(OC([N:8]1[CH2:12][CH:11]([OH:13])[CH:10]([N:14]2[CH2:19][CH2:18][N:17]([C:20](=[O:28])[C:21]3[CH:26]=[CH:25][C:24]([Cl:27])=[CH:23][CH:22]=3)[CH2:16][CH2:15]2)[CH2:9]1)=O)(C)(C)C.O1CCOCC1, predict the reaction product. (9) Given the reactants Cl.[N:2]1[CH:7]=[CH:6][CH:5]=[CH:4][C:3]=1[C:8]1[CH2:9][CH2:10][NH:11][CH2:12][CH:13]=1.C=O.[Cl:16][C:17]1[CH:18]=[C:19]([CH:23]=[CH:24][CH:25]=1)[C:20]([NH2:22])=[O:21].[C:26](=O)([O-])[O-].[K+].[K+], predict the reaction product. The product is: [Cl:16][C:17]1[CH:18]=[C:19]([CH:23]=[CH:24][CH:25]=1)[C:20]([NH:22][CH2:26][N:11]1[CH2:10][CH:9]=[C:8]([C:3]2[CH:4]=[CH:5][CH:6]=[CH:7][N:2]=2)[CH2:13][CH2:12]1)=[O:21]. (10) Given the reactants O1C[CH:2]1[CH2:3][S:4][CH2:5][CH:6]1O[CH2:7]1.N[C:11](N)=[S:12].C(OC(=O)C)(=O)C.[S:21](=O)(=O)(O)O, predict the reaction product. The product is: [S:12]1[CH2:11][CH:2]1[CH2:3][S:4][CH2:5][CH:6]1[S:21][CH2:7]1.